From a dataset of Forward reaction prediction with 1.9M reactions from USPTO patents (1976-2016). Predict the product of the given reaction. (1) Given the reactants [CH2:1]1[C:9]2[C:4](=[CH:5][CH:6]=[CH:7][CH:8]=2)[CH2:3][CH:2]1[C@H:10]1[NH:15][C:14](=[O:16])[C@@H:13]([CH:17]([CH2:20][CH3:21])[CH2:18][CH3:19])[N:12]([CH2:22][C:23]2[CH:28]=[CH:27][CH:26]=[CH:25][C:24]=2[CH2:29][OH:30])[C:11]1=[O:31].C[N+]1([O-])CCOCC1, predict the reaction product. The product is: [CH2:1]1[C:9]2[C:4](=[CH:5][CH:6]=[CH:7][CH:8]=2)[CH2:3][CH:2]1[C@H:10]1[NH:15][C:14](=[O:16])[C@@H:13]([CH:17]([CH2:20][CH3:21])[CH2:18][CH3:19])[N:12]([CH2:22][C:23]2[CH:28]=[CH:27][CH:26]=[CH:25][C:24]=2[CH:29]=[O:30])[C:11]1=[O:31]. (2) Given the reactants [C:1]([O:5][C:6]([NH:8][C:9](=[CH2:14])[C:10]([O:12][CH3:13])=[O:11])=[O:7])([CH3:4])([CH3:3])[CH3:2].CO[CH2:17][N:18]([CH2:24][C:25]1[CH:30]=[CH:29][CH:28]=[CH:27][CH:26]=1)[CH2:19][Si](C)(C)C.C(O)(C(F)(F)F)=O, predict the reaction product. The product is: [CH2:24]([N:18]1[CH2:17][CH2:14][C:9]([NH:8][C:6]([O:5][C:1]([CH3:2])([CH3:4])[CH3:3])=[O:7])([C:10]([O:12][CH3:13])=[O:11])[CH2:19]1)[C:25]1[CH:26]=[CH:27][CH:28]=[CH:29][CH:30]=1. (3) The product is: [C:1]([NH:39][CH2:38][C:11]1[C:10]([F:9])=[C:15]([N:16]([CH3:36])[C:17]([C:19]2[N:23]([CH3:24])[N:22]=[C:21]([C:25]([F:31])([F:30])[C:26]([F:29])([F:27])[F:28])[C:20]=2[C:32]([F:33])([F:34])[F:35])=[O:18])[CH:14]=[CH:13][C:12]=1[F:37])(=[O:3])[CH3:2]. Given the reactants [C:1](OC(=O)C)(=[O:3])[CH3:2].[Cl-].[F:9][C:10]1[C:15]([N:16]([CH3:36])[C:17]([C:19]2[N:23]([CH3:24])[N:22]=[C:21]([C:25]([F:31])([F:30])[C:26]([F:29])([F:28])[F:27])[C:20]=2[C:32]([F:35])([F:34])[F:33])=[O:18])=[CH:14][CH:13]=[C:12]([F:37])[C:11]=1[CH2:38][NH3+:39].N1C=CC=CC=1, predict the reaction product. (4) Given the reactants C([O:4][C:5]1[CH:6]=[C:7]([CH:12]=[C:13]([C:15]#[N:16])[CH:14]=1)[C:8]([O:10][CH3:11])=[O:9])C=C.B(Cl)(Cl)Cl, predict the reaction product. The product is: [C:15]([C:13]1[CH:12]=[C:7]([CH:6]=[C:5]([OH:4])[CH:14]=1)[C:8]([O:10][CH3:11])=[O:9])#[N:16]. (5) The product is: [C:16]1([CH2:15][CH2:14][N:3]2[CH2:2][CH2:1][CH:6]([N:7]([C:8]3[CH:13]=[CH:12][CH:11]=[CH:10][CH:9]=3)[C:30](=[O:33])[CH2:31][CH3:32])[CH2:5][CH2:4]2)[CH:21]=[CH:20][CH:19]=[CH:18][CH:17]=1. Given the reactants [CH2:1]1[CH:6]([NH:7][C:8]2[CH:13]=[CH:12][CH:11]=[CH:10][CH:9]=2)[CH2:5][CH2:4][N:3]([CH2:14][CH2:15][C:16]2[CH:21]=[CH:20][CH:19]=[CH:18][CH:17]=2)[CH2:2]1.Cl.C(N(CC)CC)C.[C:30](Cl)(=[O:33])[CH2:31][CH3:32].[OH-].[Na+], predict the reaction product.